Dataset: Retrosynthesis with 50K atom-mapped reactions and 10 reaction types from USPTO. Task: Predict the reactants needed to synthesize the given product. (1) Given the product COc1ccc2c(c1O)CCN(C(=O)c1nc(-c3ccc(F)cc3)nc3ccccc13)C2, predict the reactants needed to synthesize it. The reactants are: COc1ccc2c(c1O)CCNC2.O=C(O)c1nc(-c2ccc(F)cc2)nc2ccccc12. (2) Given the product C[C@H]1CCC[C@@H](C)N1CCNC(=O)[C@@H]1CCCCN1C(=O)OC(C)(C)C, predict the reactants needed to synthesize it. The reactants are: CC(C)(C)OC(=O)N1CCCC[C@H]1C(=O)O.C[C@H]1CCC[C@@H](C)N1CCN. (3) Given the product COc1ccc(Nc2nc(C)nc3ccccc23)cc1OC, predict the reactants needed to synthesize it. The reactants are: COc1ccc(N)cc1OC.Cc1nc(Cl)c2ccccc2n1. (4) Given the product COc1ccc(CN(c2nccs2)S(=O)(=O)c2ccc3c(-c4ccc(Cl)cc4O)nccc3c2)cc1, predict the reactants needed to synthesize it. The reactants are: COc1ccc(CN(c2nccs2)S(=O)(=O)c2ccc3c(Cl)nccc3c2)cc1.OB(O)c1ccc(Cl)cc1O.